This data is from Catalyst prediction with 721,799 reactions and 888 catalyst types from USPTO. The task is: Predict which catalyst facilitates the given reaction. (1) Reactant: [CH2:1]([CH:3]([C:6]1[C:7]2[N:8]([CH:13]=[C:14]([CH3:16])[N:15]=2)[N:9]=[C:10]([CH3:12])[CH:11]=1)[CH2:4][CH3:5])[CH3:2].Br[C:18]1[C:19]([CH3:24])=[N:20][O:21][C:22]=1[CH3:23].C(=O)([O-])[O-].[Cs+].[Cs+]. Product: [CH3:24][C:19]1[C:18]([C:13]2[N:8]3[N:9]=[C:10]([CH3:12])[CH:11]=[C:6]([CH:3]([CH2:4][CH3:5])[CH2:1][CH3:2])[C:7]3=[N:15][C:14]=2[CH3:16])=[C:22]([CH3:23])[O:21][N:20]=1. The catalyst class is: 233. (2) Reactant: [Na].[NH2:2][C:3]([C:7]1[CH:12]=[CH:11][C:10]([F:13])=[CH:9][C:8]=1[Cl:14])=[CH:4][C:5]#[N:6].[C:15](=O)([O:19]CC)[O:16][CH2:17][CH3:18].Cl. The catalyst class is: 815. Product: [CH2:17]([O:16][C:15](=[O:19])[NH:2]/[C:3](/[C:7]1[CH:12]=[CH:11][C:10]([F:13])=[CH:9][C:8]=1[Cl:14])=[CH:4]\[C:5]#[N:6])[CH3:18]. (3) Reactant: [CH3:1][C@H:2]1[NH:7][CH2:6][CH2:5][N:4]([S:8]([CH3:11])(=[O:10])=[O:9])[CH2:3]1.[Br:12][C:13]1[C:14]2[O:23][C:22]([CH:24]=O)=[CH:21][C:15]=2[C:16](=[O:20])[N:17]([CH3:19])[CH:18]=1.C(O)(=O)C. Product: [Br:12][C:13]1[C:14]2[O:23][C:22]([CH2:24][N:7]3[CH2:6][CH2:5][N:4]([S:8]([CH3:11])(=[O:10])=[O:9])[CH2:3][C@H:2]3[CH3:1])=[CH:21][C:15]=2[C:16](=[O:20])[N:17]([CH3:19])[CH:18]=1. The catalyst class is: 5. (4) Reactant: [C:1]([O:5][C:6]([N:8]1[CH:21]([C:22]([OH:24])=[O:23])[CH2:20][C:19]2[CH:18]=[C:17]3[C:12]([O:13][C@@H:14]([C:26]4[CH:31]=[CH:30][C:29]([O:32]CC5C=CC(Cl)=C(Cl)C=5)=[CH:28][CH:27]=4)[C:15](=[O:25])[NH:16]3)=[CH:11][C:10]=2[CH2:9]1)=[O:7])([CH3:4])([CH3:3])[CH3:2]. Product: [C:1]([O:5][C:6]([N:8]1[CH:21]([C:22]([OH:24])=[O:23])[CH2:20][C:19]2[CH:18]=[C:17]3[C:12]([O:13][C@@H:14]([C:26]4[CH:31]=[CH:30][C:29]([OH:32])=[CH:28][CH:27]=4)[C:15](=[O:25])[NH:16]3)=[CH:11][C:10]=2[CH2:9]1)=[O:7])([CH3:4])([CH3:2])[CH3:3]. The catalyst class is: 19. (5) Reactant: Cl.[C:2]([C:6]1[CH:11]=[C:10]([S:12][CH:13]2[CH2:18][CH2:17][NH:16][CH2:15][CH2:14]2)[CH:9]=[C:8]([C:19]([CH3:22])([CH3:21])[CH3:20])[C:7]=1[OH:23])([CH3:5])([CH3:4])[CH3:3].C(N(CC)CC)C.[CH2:31]([O:33][C:34]([C:36]1[NH:37][C:38]([CH3:46])=[C:39]([S:42](Cl)(=[O:44])=[O:43])[C:40]=1[CH3:41])=[O:35])[CH3:32]. Product: [CH2:31]([O:33][C:34]([C:36]1[NH:37][C:38]([CH3:46])=[C:39]([S:42]([N:16]2[CH2:17][CH2:18][CH:13]([S:12][C:10]3[CH:9]=[C:8]([C:19]([CH3:22])([CH3:21])[CH3:20])[C:7]([OH:23])=[C:6]([C:2]([CH3:5])([CH3:4])[CH3:3])[CH:11]=3)[CH2:14][CH2:15]2)(=[O:43])=[O:44])[C:40]=1[CH3:41])=[O:35])[CH3:32]. The catalyst class is: 4. (6) Reactant: [F:1][C:2]1[CH:17]=[CH:16][CH:15]=[C:14]([F:18])[C:3]=1[CH2:4][O:5][C:6]1[C:7]([NH2:13])=[N:8][CH:9]=[CH:10][C:11]=1[F:12].Cl[CH:20]([C:26]([CH3:28])=O)[C:21]([O:23][CH2:24][CH3:25])=[O:22]. Product: [F:1][C:2]1[CH:17]=[CH:16][CH:15]=[C:14]([F:18])[C:3]=1[CH2:4][O:5][C:6]1[C:7]2[N:8]([C:20]([C:21]([O:23][CH2:24][CH3:25])=[O:22])=[C:26]([CH3:28])[N:13]=2)[CH:9]=[CH:10][C:11]=1[F:12]. The catalyst class is: 8.